This data is from Full USPTO retrosynthesis dataset with 1.9M reactions from patents (1976-2016). The task is: Predict the reactants needed to synthesize the given product. (1) Given the product [C:1]1([CH3:18])[CH:6]=[C:5]([CH3:7])[CH:4]=[C:3]([CH3:8])[C:2]=1[C:9]1[C:14]([NH2:15])=[CH:13][CH:12]=[CH:11][N:10]=1, predict the reactants needed to synthesize it. The reactants are: [C:1]1([CH3:18])[CH:6]=[C:5]([CH3:7])[CH:4]=[C:3]([CH3:8])[C:2]=1[C:9]1[C:14]([N+:15]([O-])=O)=[CH:13][CH:12]=[CH:11][N:10]=1. (2) Given the product [CH3:14][C:12]1([CH3:15])[O:11][N:10]=[C:9]([C:4]2[CH:5]=[CH:6][C:7]([CH3:8])=[C:2]([B:16]3[O:20][C:19]([CH3:22])([CH3:21])[C:18]([CH3:24])([CH3:23])[O:17]3)[CH:3]=2)[CH2:13]1, predict the reactants needed to synthesize it. The reactants are: Br[C:2]1[CH:3]=[C:4]([C:9]2[CH2:13][C:12]([CH3:15])([CH3:14])[O:11][N:10]=2)[CH:5]=[CH:6][C:7]=1[CH3:8].[B:16]1([B:16]2[O:20][C:19]([CH3:22])([CH3:21])[C:18]([CH3:24])([CH3:23])[O:17]2)[O:20][C:19]([CH3:22])([CH3:21])[C:18]([CH3:24])([CH3:23])[O:17]1. (3) Given the product [CH3:34][O:33][C:30]1[CH:29]=[CH:28][C:27]([C:25]([C:24]2[CH:35]=[CH:36][C:21]([O:20][CH3:19])=[CH:22][CH:23]=2)=[N:18][CH2:17][C:11]2[CH:10]=[C:9]3[C:14]([CH:15]=[CH:16][C:7]([C:1]4[CH:2]=[CH:3][CH:4]=[CH:5][CH:6]=4)=[N:8]3)=[CH:13][CH:12]=2)=[CH:32][CH:31]=1, predict the reactants needed to synthesize it. The reactants are: [C:1]1([C:7]2[CH:16]=[CH:15][C:14]3[C:9](=[CH:10][C:11]([CH2:17][NH2:18])=[CH:12][CH:13]=3)[N:8]=2)[CH:6]=[CH:5][CH:4]=[CH:3][CH:2]=1.[CH3:19][O:20][C:21]1[CH:36]=[CH:35][C:24]([C:25]([C:27]2[CH:32]=[CH:31][C:30]([O:33][CH3:34])=[CH:29][CH:28]=2)=O)=[CH:23][CH:22]=1.C1COCC1.C(N(CC)CC)C. (4) Given the product [NH2:8][CH2:7][C:3]([OH:6])([C:2]([F:17])([F:16])[F:1])[CH2:4][OH:5], predict the reactants needed to synthesize it. The reactants are: [F:1][C:2]([F:17])([F:16])[C:3]([CH2:7][NH:8]CC1C=CC=CC=1)([OH:6])[CH2:4][OH:5]. (5) Given the product [CH:1]1([CH2:4][O:5][C:17]2[C:16]([F:19])=[CH:15][C:11]([C:12]([OH:14])=[O:13])=[CH:10][C:9]=2[F:8])[CH2:3][CH2:2]1, predict the reactants needed to synthesize it. The reactants are: [CH:1]1([CH2:4][OH:5])[CH2:3][CH2:2]1.[H-].[Na+].[F:8][C:9]1[CH:10]=[C:11]([CH:15]=[C:16]([F:19])[C:17]=1F)[C:12]([OH:14])=[O:13].Cl. (6) Given the product [Cl:1][C:2]1[CH:8]=[CH:7][CH:6]=[C:5]([CH3:9])[C:3]=1[NH:4][C:11]1[CH:16]=[CH:15][C:14]([CH3:17])=[CH:13][CH:12]=1, predict the reactants needed to synthesize it. The reactants are: [Cl:1][C:2]1[CH:8]=[CH:7][CH:6]=[C:5]([CH3:9])[C:3]=1[NH2:4].Br[C:11]1[CH:16]=[CH:15][C:14]([CH3:17])=[CH:13][CH:12]=1.CC(C)([O-])C.[Na+]. (7) Given the product [CH3:1][C:2]1[C:3]([NH:18][C:21]([O:44][C:40]([CH3:43])([CH3:42])[CH3:41])=[O:30])=[N:4][C:5]([C:10]([OH:12])=[O:11])=[CH:6][C:7]=1[O:8][CH3:9], predict the reactants needed to synthesize it. The reactants are: [CH3:1][C:2]1[C:3](C(O)=O)=[N:4][C:5]([C:10]([OH:12])=[O:11])=[CH:6][C:7]=1[O:8][CH3:9].C([N:18]([CH2:21]C)CC)C.C1(P(N=[N+]=[N-])(C2C=CC=CC=2)=[O:30])C=CC=CC=1.[C:40]([OH:44])([CH3:43])([CH3:42])[CH3:41]. (8) Given the product [Cl:1][C:2]1[C:7]([O:8][CH3:9])=[CH:6][C:5]([O:10][CH3:11])=[C:4]([Cl:12])[C:3]=1[C:13]1[N:18]=[CH:17][C:16]2[C:19]([C:31]3[CH:32]=[CH:33][C:34]4[O:39][CH2:38][C:37](=[O:40])[NH:36][C:35]=4[CH:41]=3)=[N:20][NH:21][C:15]=2[CH:14]=1, predict the reactants needed to synthesize it. The reactants are: [Cl:1][C:2]1[C:7]([O:8][CH3:9])=[CH:6][C:5]([O:10][CH3:11])=[C:4]([Cl:12])[C:3]=1[C:13]1[N:18]=[CH:17][C:16]2[C:19](I)=[N:20][NH:21][C:15]=2[CH:14]=1.CC1(C)C(C)(C)OB([C:31]2[CH:32]=[CH:33][C:34]3[O:39][CH2:38][C:37](=[O:40])[NH:36][C:35]=3[CH:41]=2)O1.